This data is from Full USPTO retrosynthesis dataset with 1.9M reactions from patents (1976-2016). The task is: Predict the reactants needed to synthesize the given product. (1) Given the product [CH2:1]([O:3][C:4]([C:6]1[C:11](=[O:12])[NH:10][C:9]2[S:13][CH:14]=[CH:15][C:8]=2[C:7]=1[N:27]1[CH2:26][CH2:25][N:24]([C:22]([O:21][C:17]([CH3:20])([CH3:19])[CH3:18])=[O:23])[CH2:29][CH2:28]1)=[O:5])[CH3:2], predict the reactants needed to synthesize it. The reactants are: [CH2:1]([O:3][C:4]([C:6]1[C:11](=[O:12])[NH:10][C:9]2[S:13][CH:14]=[CH:15][C:8]=2[C:7]=1Cl)=[O:5])[CH3:2].[C:17]([O:21][C:22]([N:24]1[CH2:29][CH2:28][NH:27][CH2:26][CH2:25]1)=[O:23])([CH3:20])([CH3:19])[CH3:18]. (2) Given the product [Cl:35][C:32]1[CH:31]=[CH:30][C:29]([S:26]([C:12]23[CH2:11][CH2:10][CH:9]([OH:8])[CH2:25][CH2:24][CH:13]2[CH2:14][O:15][C:16]2[C:21]3=[C:20]([F:22])[CH:19]=[CH:18][C:17]=2[F:23])(=[O:28])=[O:27])=[CH:34][CH:33]=1, predict the reactants needed to synthesize it. The reactants are: C([Si]([O:8][CH:9]1[CH2:25][CH2:24][CH:13]2[CH2:14][O:15][C:16]3[C:21]([C:12]2([S:26]([C:29]2[CH:34]=[CH:33][C:32]([Cl:35])=[CH:31][CH:30]=2)(=[O:28])=[O:27])[CH2:11][CH2:10]1)=[C:20]([F:22])[CH:19]=[CH:18][C:17]=3[F:23])(C)C)(C)(C)C.CCCC[N+](CCCC)(CCCC)CCCC.[F-].CCOC(C)=O.C(Cl)Cl. (3) Given the product [CH3:25][C:5]1[CH:4]=[C:3]([CH3:26])[C:2]([B:27]2[O:31][C:30]([CH3:33])([CH3:32])[C:29]([CH3:35])([CH3:34])[O:28]2)=[CH:7][C:6]=1[NH:8][C:9](=[O:24])[C:10]1[CH:15]=[CH:14][C:13]([O:16][CH2:17][C:18]2[CH:23]=[CH:22][CH:21]=[CH:20][N:19]=2)=[CH:12][CH:11]=1, predict the reactants needed to synthesize it. The reactants are: Br[C:2]1[C:3]([CH3:26])=[CH:4][C:5]([CH3:25])=[C:6]([NH:8][C:9](=[O:24])[C:10]2[CH:15]=[CH:14][C:13]([O:16][CH2:17][C:18]3[CH:23]=[CH:22][CH:21]=[CH:20][N:19]=3)=[CH:12][CH:11]=2)[CH:7]=1.[B:27]1([B:27]2[O:31][C:30]([CH3:33])([CH3:32])[C:29]([CH3:35])([CH3:34])[O:28]2)[O:31][C:30]([CH3:33])([CH3:32])[C:29]([CH3:35])([CH3:34])[O:28]1.CC([O-])=O.[K+]. (4) Given the product [ClH:1].[Cl:1][C:2]1[CH:3]=[CH:4][CH:5]=[C:6]2[C:10]=1[NH:9][CH:8]=[C:7]2[CH:11]1[CH2:16][CH2:15][N:14]([CH2:18][CH2:19][CH2:20][CH2:21][N:22]2[C:31]3[C:26](=[CH:27][CH:28]=[CH:29][CH:30]=3)[CH2:25][CH2:24][C:23]2=[O:32])[CH2:13][CH2:12]1, predict the reactants needed to synthesize it. The reactants are: [Cl:1][C:2]1[CH:3]=[CH:4][CH:5]=[C:6]2[C:10]=1[NH:9][CH:8]=[C:7]2[CH:11]1[CH2:16][CH2:15][NH:14][CH2:13][CH2:12]1.Br[CH2:18][CH2:19][CH2:20][CH2:21][N:22]1[C:31]2[C:26](=[CH:27][CH:28]=[CH:29][CH:30]=2)[CH2:25][CH2:24][C:23]1=[O:32]. (5) Given the product [NH2:1][C:2]1[N:3]([CH3:22])[C:4](=[O:21])[C@:5]2([N:20]=1)[C:14]1[CH:13]=[C:12]([C:29]3[C:24]([F:23])=[N:25][CH:26]=[CH:27][CH:28]=3)[CH:11]=[CH:10][C:9]=1[O:8][C@H:7]1[CH2:16][CH2:17][CH2:18][O:19][C@H:6]21, predict the reactants needed to synthesize it. The reactants are: [NH2:1][C:2]1[N:3]([CH3:22])[C:4](=[O:21])[C@:5]2([N:20]=1)[C:14]1[CH:13]=[C:12](Br)[CH:11]=[CH:10][C:9]=1[O:8][C@H:7]1[CH2:16][CH2:17][CH2:18][O:19][C@H:6]21.[F:23][C:24]1[C:29](B(O)O)=[CH:28][CH:27]=[CH:26][N:25]=1.C(=O)([O-])[O-].[K+].[K+]. (6) Given the product [F:72][C:44]([F:43])([C:68]([F:69])([F:70])[F:71])[CH2:45][O:46][C:47](=[O:67])[C@H:48]([OH:66])[CH2:49][C@H:50]([NH:65][C:35]([C:32]1[CH:33]=[CH:34][C:29]2[N:28]=[N:27][N:26]([OH:25])[C:30]=2[CH:31]=1)=[O:37])[CH2:51][C:52]1[CH:57]=[CH:56][C:55]([C:58]2[CH:63]=[CH:62][CH:61]=[C:60]([Cl:64])[CH:59]=2)=[CH:54][CH:53]=1, predict the reactants needed to synthesize it. The reactants are: CN(C(ON1N=NC2C=CC=NC1=2)=[N+](C)C)C.F[P-](F)(F)(F)(F)F.[OH:25][N:26]1[C:30]2[CH:31]=[C:32]([C:35]([OH:37])=O)[CH:33]=[CH:34][C:29]=2[N:28]=[N:27]1.CN(C=O)C.[F:43][C:44]([F:72])([C:68]([F:71])([F:70])[F:69])[CH2:45][O:46][C:47](=[O:67])[C@H:48]([OH:66])[CH2:49][C@H:50]([NH2:65])[CH2:51][C:52]1[CH:57]=[CH:56][C:55]([C:58]2[CH:63]=[CH:62][CH:61]=[C:60]([Cl:64])[CH:59]=2)=[CH:54][CH:53]=1.CCN(C(C)C)C(C)C. (7) Given the product [OH:31][C:29]1[C:28]2[C:23](=[C:24]([OH:39])[CH:25]=[C:26]([C:32]3[CH:37]=[CH:36][CH:35]=[C:34]([CH3:38])[CH:33]=3)[CH:27]=2)[N:22]=[C:21]([C:19]([OH:20])=[O:18])[CH:30]=1, predict the reactants needed to synthesize it. The reactants are: COC(C1C=C(O)C2C(=C(N)C=CC=2)N=1)=O.C[O:18][C:19]([C:21]1[CH:30]=[C:29]([OH:31])[C:28]2[C:23](=[C:24]([OH:39])[CH:25]=[C:26]([C:32]3[CH:37]=[CH:36][CH:35]=[C:34]([CH3:38])[CH:33]=3)[CH:27]=2)[N:22]=1)=[O:20].